Predict the product of the given reaction. From a dataset of Forward reaction prediction with 1.9M reactions from USPTO patents (1976-2016). (1) Given the reactants [Cl:1][C:2]1[C:6]([Cl:7])=[C:5]([CH3:8])[NH:4][C:3]=1[C:9]([OH:11])=O.C(N(C(C)C)CC)(C)C.CN(C(ON1N=NC2C=CC=NC1=2)=[N+](C)C)C.F[P-](F)(F)(F)(F)F.[NH2:45][CH:46]1[CH2:49][N:48]([C:50]2[CH:51]=[C:52]([CH:57]=[CH:58][CH:59]=2)[C:53]([O:55][CH3:56])=[O:54])[C:47]1=[O:60], predict the reaction product. The product is: [Cl:1][C:2]1[C:6]([Cl:7])=[C:5]([CH3:8])[NH:4][C:3]=1[C:9]([NH:45][CH:46]1[CH2:49][N:48]([C:50]2[CH:51]=[C:52]([CH:57]=[CH:58][CH:59]=2)[C:53]([O:55][CH3:56])=[O:54])[C:47]1=[O:60])=[O:11]. (2) The product is: [F:65][C:66]1[CH:74]=[CH:73][C:69]([C:70]([N:12]2[CH2:13][CH2:14][C:9]([CH2:15][N:16]3[C:21](=[O:22])[C:20]4[S:23][N:24]=[C:25]([C:26]5[CH:31]=[CH:30][CH:29]=[CH:28][CH:27]=5)[C:19]=4[N:18]=[CH:17]3)([OH:8])[CH2:10][CH2:11]2)=[O:71])=[CH:68][CH:67]=1. Given the reactants FC(F)(F)C(O)=O.[OH:8][C:9]1([CH2:15][N:16]2[C:21](=[O:22])[C:20]3[S:23][N:24]=[C:25]([C:26]4[CH:31]=[CH:30][CH:29]=[CH:28][CH:27]=4)[C:19]=3[N:18]=[CH:17]2)[CH2:14][CH2:13][NH:12][CH2:11][CH2:10]1.CN(C(ON1N=NC2C=CC=NC1=2)=[N+](C)C)C.F[P-](F)(F)(F)(F)F.CCN(C(C)C)C(C)C.[F:65][C:66]1[CH:74]=[CH:73][C:69]([C:70](O)=[O:71])=[CH:68][CH:67]=1, predict the reaction product. (3) Given the reactants [I:1][C:2]1[N:7]=[CH:6][N:5]=[C:4]([NH:8][C@H:9]2[C@@H:13]3[O:14][C:15]([CH3:18])([CH3:17])[O:16][C@@H:12]3[C@@H:11]([CH2:19][OH:20])[CH2:10]2)[CH:3]=1.N1C=CN=C1.[Si:26](Cl)([C:29]([CH3:32])([CH3:31])[CH3:30])([CH3:28])[CH3:27], predict the reaction product. The product is: [Si:26]([O:20][CH2:19][C@@H:11]1[C@H:12]2[O:16][C:15]([CH3:17])([CH3:18])[O:14][C@H:13]2[C@H:9]([NH:8][C:4]2[CH:3]=[C:2]([I:1])[N:7]=[CH:6][N:5]=2)[CH2:10]1)([C:29]([CH3:32])([CH3:31])[CH3:30])([CH3:28])[CH3:27].